Dataset: NCI-60 drug combinations with 297,098 pairs across 59 cell lines. Task: Regression. Given two drug SMILES strings and cell line genomic features, predict the synergy score measuring deviation from expected non-interaction effect. (1) Drug 1: CC=C1C(=O)NC(C(=O)OC2CC(=O)NC(C(=O)NC(CSSCCC=C2)C(=O)N1)C(C)C)C(C)C. Drug 2: CCN(CC)CCCC(C)NC1=C2C=C(C=CC2=NC3=C1C=CC(=C3)Cl)OC. Cell line: HL-60(TB). Synergy scores: CSS=68.9, Synergy_ZIP=-6.22, Synergy_Bliss=-1.22, Synergy_Loewe=-1.94, Synergy_HSA=-1.11. (2) Drug 1: CS(=O)(=O)C1=CC(=C(C=C1)C(=O)NC2=CC(=C(C=C2)Cl)C3=CC=CC=N3)Cl. Drug 2: CC1=C(C(=O)C2=C(C1=O)N3CC4C(C3(C2COC(=O)N)OC)N4)N. Cell line: SF-295. Synergy scores: CSS=48.1, Synergy_ZIP=-1.48, Synergy_Bliss=-1.86, Synergy_Loewe=-30.4, Synergy_HSA=-0.825. (3) Drug 1: CC1=C2C(C(=O)C3(C(CC4C(C3C(C(C2(C)C)(CC1OC(=O)C(C(C5=CC=CC=C5)NC(=O)OC(C)(C)C)O)O)OC(=O)C6=CC=CC=C6)(CO4)OC(=O)C)O)C)O. Drug 2: C1=NNC2=C1C(=O)NC=N2. Cell line: SF-295. Synergy scores: CSS=6.74, Synergy_ZIP=2.15, Synergy_Bliss=4.16, Synergy_Loewe=-4.36, Synergy_HSA=3.39. (4) Drug 1: C1=NC2=C(N1)C(=S)N=CN2. Drug 2: CS(=O)(=O)OCCCCOS(=O)(=O)C. Cell line: BT-549. Synergy scores: CSS=14.6, Synergy_ZIP=-8.67, Synergy_Bliss=1.82, Synergy_Loewe=-2.16, Synergy_HSA=2.25. (5) Drug 1: CC1=C(C=C(C=C1)NC2=NC=CC(=N2)N(C)C3=CC4=NN(C(=C4C=C3)C)C)S(=O)(=O)N.Cl. Drug 2: C1CC(=O)NC(=O)C1N2CC3=C(C2=O)C=CC=C3N. Cell line: T-47D. Synergy scores: CSS=7.09, Synergy_ZIP=-1.04, Synergy_Bliss=3.42, Synergy_Loewe=3.60, Synergy_HSA=3.62.